This data is from Forward reaction prediction with 1.9M reactions from USPTO patents (1976-2016). The task is: Predict the product of the given reaction. (1) Given the reactants [O:1]1[C:10]2[C:5](=[N:6][CH:7]=[CH:8][CH:9]=2)[O:4][C@@H:3]([CH2:11][NH2:12])[CH2:2]1.[F:13][C:14]([F:30])([F:29])[C@@H:15]([NH:24][S:25]([CH3:28])(=[O:27])=[O:26])[C:16]1[CH:21]=[CH:20][C:19]([CH:22]=O)=[CH:18][CH:17]=1.[BH4-].[Na+].[ClH:33], predict the reaction product. The product is: [ClH:33].[O:1]1[C:10]2[C:5](=[N:6][CH:7]=[CH:8][CH:9]=2)[O:4][C@@H:3]([CH2:11][NH:12][CH2:22][C:19]2[CH:18]=[CH:17][C:16]([C@H:15]([NH:24][S:25]([CH3:28])(=[O:27])=[O:26])[C:14]([F:29])([F:30])[F:13])=[CH:21][CH:20]=2)[CH2:2]1. (2) Given the reactants [Cl:1][C:2]1[CH:3]=[C:4]([NH:10][C:11](=[O:19])[C:12](=[O:18])[C:13]2[S:14][CH:15]=[CH:16][CH:17]=2)[CH:5]=[CH:6][C:7]=1[C:8]#[N:9].O=C(C1SC=CC=1)C(O)=O.S(Cl)(Cl)=O.N[C:35]1[CH:42]=[CH:41][C:38]([C:39]#N)=[C:37](Cl)[CH:36]=1.C([Mg]Cl)C1C=CC=CC=1, predict the reaction product. The product is: [Cl:1][C:2]1[CH:3]=[C:4]([NH:10][C:11](=[O:19])[C:12]([OH:18])([C:13]2[S:14][CH:15]=[CH:16][CH:17]=2)[CH2:39][C:38]2[CH:41]=[CH:42][CH:35]=[CH:36][CH:37]=2)[CH:5]=[CH:6][C:7]=1[C:8]#[N:9].